This data is from B-cell epitopes from IEDB database with 3,159 antigens for binding position prediction. The task is: Token-level Classification. Given an antigen amino acid sequence, predict which amino acid positions are active epitope sites capable of antibody binding. Output is a list of indices for active positions. (1) Given the antigen sequence: MAARVCACLWMMLLIAQAEATLENLVVLNAASVAGAHGLLSFLVFFCAAWYIKGRLVPGAAYALYGVWPLLLLLLALPPRAYAMDREMAASCGGAVFVGLVLLTLSPYYKVFLARLIWWLQYFITRAEAHLQVWVPPLNVRGGRDAIILLTCAVHPELIFDITKLLLAILGPLMVLQAGMTRVPYFVRAQGLIRACMLVRKVAGGHYVQMAFMKLAALTGTYVYDHLTPLRDWAHAGLRDLAVAVEPVVFSDMETKIITWGADTAACGDIISGLPVSARRGKEILLGPADSFGEQGWRLLAPITAYSQQTRGLLGCIITSLTGRDKNQVDGEVQVLSTATQSFLATCVNGVCWTVYHGAGSKTLAGPKGPITQMYTNVDQDLVGWPAPPGARSMTPCTCGSSDLYLVTRHADVIPVRRRGDSRGSLLSPRPVSYLKGSSGGPLLCPSGHVVGIFRAAVCTRGVAKAVDFIPVESMETTMRSPVFTDNSSPPAVPQTFQVA..., which amino acid positions are active epitope sites? The epitope positions are: [1704, 1705, 1706, 1707, 1708, 1709, 1710, 1711, 1712, 1713, 1714, 1715, 1716, 1717]. The amino acids at these positions are: TPCAAEESKLPINP. (2) Given the antigen sequence: MGTRLLCWAALCLLGADHTGAGVSQTPSNKVTEKGKYVELRCDPISGHTALYWYRQSLGQGPEFLIYFQGTGAADDSGLPNDRFFAVRPEGSVSTLKIQRTERGDSAVYLCASSLT, which amino acid positions are active epitope sites? The epitope positions are: [57, 58, 59, 60, 61, 62, 63, 64, 65, 66, 67, 68, 69, 70, 71, 72, 73, 74, 75, 76... (21 total positions)]. The amino acids at these positions are: LGQGPEFLIYFQGTGAADDSG. (3) Given the antigen sequence: MSKIYIDERSNAEIVCEAIKTIGIEGATAAQLTRQLNMEKREVNKALYDLQRSAMVYSSDDIPPRWFMTTEADKPDADAMADVIIDDVSREKSMREDHKSFDDVIPAKKIIDWKGANPVTVINEYCQITRRDWSFRIESVGPSNSPTFYACVDIDGRVFDKADGKSKRDAKNNAAKLAVDKLLGYVIIRF, which amino acid positions are active epitope sites? The epitope positions are: [163, 164, 165, 166, 167, 168, 169, 170, 171, 172, 173, 174, 175, 176, 177, 178, 179, 180, 181, 182]. The amino acids at these positions are: GKSKRDAKNNAAKLAVDKLL.